Regression. Given two drug SMILES strings and cell line genomic features, predict the synergy score measuring deviation from expected non-interaction effect. From a dataset of NCI-60 drug combinations with 297,098 pairs across 59 cell lines. (1) Drug 1: C1=CC(=CC=C1CC(C(=O)O)N)N(CCCl)CCCl.Cl. Drug 2: C(=O)(N)NO. Cell line: RXF 393. Synergy scores: CSS=9.28, Synergy_ZIP=-4.21, Synergy_Bliss=-3.63, Synergy_Loewe=-7.11, Synergy_HSA=-3.30. (2) Drug 1: CN(C)N=NC1=C(NC=N1)C(=O)N. Drug 2: CC1=C(C=C(C=C1)NC(=O)C2=CC=C(C=C2)CN3CCN(CC3)C)NC4=NC=CC(=N4)C5=CN=CC=C5. Cell line: 786-0. Synergy scores: CSS=-1.49, Synergy_ZIP=-2.07, Synergy_Bliss=-9.36, Synergy_Loewe=-13.2, Synergy_HSA=-8.87. (3) Synergy scores: CSS=19.7, Synergy_ZIP=-0.319, Synergy_Bliss=2.67, Synergy_Loewe=2.21, Synergy_HSA=4.37. Cell line: MALME-3M. Drug 1: C1=CC(=CC=C1CCC2=CNC3=C2C(=O)NC(=N3)N)C(=O)NC(CCC(=O)O)C(=O)O. Drug 2: CC(CN1CC(=O)NC(=O)C1)N2CC(=O)NC(=O)C2. (4) Drug 1: C1CC(C1)(C(=O)O)C(=O)O.[NH2-].[NH2-].[Pt+2]. Drug 2: CC1C(C(CC(O1)OC2CC(CC3=C2C(=C4C(=C3O)C(=O)C5=C(C4=O)C(=CC=C5)OC)O)(C(=O)CO)O)N)O.Cl. Cell line: NCI/ADR-RES. Synergy scores: CSS=11.2, Synergy_ZIP=-0.447, Synergy_Bliss=1.73, Synergy_Loewe=-0.0421, Synergy_HSA=0.554.